This data is from NCI-60 drug combinations with 297,098 pairs across 59 cell lines. The task is: Regression. Given two drug SMILES strings and cell line genomic features, predict the synergy score measuring deviation from expected non-interaction effect. Drug 1: CCCCCOC(=O)NC1=NC(=O)N(C=C1F)C2C(C(C(O2)C)O)O. Drug 2: C1CN(P(=O)(OC1)NCCCl)CCCl. Cell line: SN12C. Synergy scores: CSS=-5.66, Synergy_ZIP=2.13, Synergy_Bliss=0.749, Synergy_Loewe=-3.54, Synergy_HSA=-3.05.